From a dataset of HIV replication inhibition screening data with 41,000+ compounds from the AIDS Antiviral Screen. Binary Classification. Given a drug SMILES string, predict its activity (active/inactive) in a high-throughput screening assay against a specified biological target. The drug is N#Cc1cc2cc3c4c(c2oc1=O)CCCN4CCC3. The result is 0 (inactive).